From a dataset of Reaction yield outcomes from USPTO patents with 853,638 reactions. Predict the reaction yield, written as a fraction of the theoretical maximum amount of product (1.0 means a 100% yield; for example, 0.34 means a 34% yield). (1) The reactants are [CH2:1]([O:3][C:4]1[C:9]([O:10][CH3:11])=[CH:8][C:7]([C:12]2[O:13][CH:14]=[CH:15][CH:16]=2)=[CH:6][C:5]=1[O:17][CH3:18])[CH3:2].CON(C)[C:22](=[O:38])[CH:23]([O:36][CH3:37])[C:24]1[CH:29]=[CH:28][C:27]([N:30]2[CH2:35][CH2:34][O:33][CH2:32][CH2:31]2)=[CH:26][CH:25]=1. No catalyst specified. The product is [CH2:1]([O:3][C:4]1[C:9]([O:10][CH3:11])=[CH:8][C:7]([C:12]2[O:13][C:14]([C:22](=[O:38])[CH:23]([O:36][CH3:37])[C:24]3[CH:25]=[CH:26][C:27]([N:30]4[CH2:31][CH2:32][O:33][CH2:34][CH2:35]4)=[CH:28][CH:29]=3)=[CH:15][CH:16]=2)=[CH:6][C:5]=1[O:17][CH3:18])[CH3:2]. The yield is 0.580. (2) The reactants are [C:1]1([S:7]([N:10]2[C:14]3=[N:15][CH:16]=[CH:17][CH:18]=[C:13]3[CH:12]=[C:11]2[CH:19]([OH:30])[CH2:20][CH:21]2[CH2:29][CH2:28][C:23]3([O:27][CH2:26][CH2:25][O:24]3)[CH2:22]2)(=[O:9])=[O:8])[CH:6]=[CH:5][CH:4]=[CH:3][CH:2]=1.CC(OI1(OC(C)=O)(OC(C)=O)OC(=O)C2C=CC=CC1=2)=O. The catalyst is ClCCl. The product is [C:1]1([S:7]([N:10]2[C:14]3=[N:15][CH:16]=[CH:17][CH:18]=[C:13]3[CH:12]=[C:11]2[C:19](=[O:30])[CH2:20][CH:21]2[CH2:29][CH2:28][C:23]3([O:27][CH2:26][CH2:25][O:24]3)[CH2:22]2)(=[O:9])=[O:8])[CH:6]=[CH:5][CH:4]=[CH:3][CH:2]=1. The yield is 0.980. (3) The reactants are CCN(C(C)C)C(C)C.F[P-](F)(F)(F)(F)F.N1(OC(N(C)C)=[N+](C)C)C2C=CC=CC=2N=N1.[CH3:34][C@H:35]1[C:43]2[C:42]([CH:44]3[CH2:49][CH2:48][NH:47][CH2:46][CH2:45]3)=[N:41][CH:40]=[N:39][C:38]=2[CH2:37][CH2:36]1.[C:50]([O:54][C:55]([N:57]1[C:61]([CH3:63])([CH3:62])[CH2:60][CH2:59][C@H:58]1[C@H:64]([C:68]1[CH:73]=[CH:72][C:71]([Cl:74])=[CH:70][CH:69]=1)[C:65](O)=[O:66])=[O:56])([CH3:53])([CH3:52])[CH3:51]. The catalyst is C(Cl)Cl. The product is [Cl:74][C:71]1[CH:70]=[CH:69][C:68]([C@@H:64]([C@H:58]2[N:57]([C:55]([O:54][C:50]([CH3:53])([CH3:52])[CH3:51])=[O:56])[C:61]([CH3:63])([CH3:62])[CH2:60][CH2:59]2)[C:65]([N:47]2[CH2:48][CH2:49][CH:44]([C:42]3[C:43]4[C@H:35]([CH3:34])[CH2:36][CH2:37][C:38]=4[N:39]=[CH:40][N:41]=3)[CH2:45][CH2:46]2)=[O:66])=[CH:73][CH:72]=1. The yield is 0.840. (4) The reactants are Br[C:2]1[CH:11]=[C:10]2[C:5]([C:6](=[O:12])[CH2:7][CH2:8][O:9]2)=[CH:4][CH:3]=1.C(N(CC)CC)C.[CH:20]1([C:23]#[CH:24])[CH2:22][CH2:21]1.O. The catalyst is CN(C=O)C.[Cu]I. The product is [CH:20]1([C:23]#[C:24][C:2]2[CH:3]=[CH:4][C:5]3[C:6](=[O:12])[CH2:7][CH2:8][O:9][C:10]=3[CH:11]=2)[CH2:22][CH2:21]1. The yield is 0.880. (5) The reactants are [Br:1][C:2]1[CH:3]=[C:4]([CH:16]=[CH:17][CH:18]=1)[CH2:5][N:6]1[C:10]([CH3:11])=[N:9][C:8]([C:12]([NH:14][NH2:15])=[O:13])=[N:7]1.[C:19]([C:23]1[CH:31]=[CH:30][C:26]([C:27](O)=O)=[CH:25][CH:24]=1)([CH3:22])([CH3:21])[CH3:20]. The catalyst is O=P(Cl)(Cl)Cl. The product is [Br:1][C:2]1[CH:3]=[C:4]([CH:16]=[CH:17][CH:18]=1)[CH2:5][N:6]1[C:10]([CH3:11])=[N:9][C:8]([C:12]2[O:13][C:27]([C:26]3[CH:30]=[CH:31][C:23]([C:19]([CH3:22])([CH3:21])[CH3:20])=[CH:24][CH:25]=3)=[N:15][N:14]=2)=[N:7]1. The yield is 0.320. (6) The reactants are [Si]([O:8][C:9]1([C:13]2[S:14][C:15]([C:18]3[CH:19]=[C:20]([N:33]([C:41]4[N:46]=[C:45]([C:47]([F:50])([F:49])[F:48])[CH:44]=[CH:43][N:42]=4)C(=O)OC(C)(C)C)[CH:21]=[C:22]([NH:24][C:25](=[O:32])[NH:26][CH:27]4[CH2:31][CH2:30][CH2:29][CH2:28]4)[CH:23]=3)=[CH:16][N:17]=2)[CH2:12][CH2:11][CH2:10]1)(C(C)(C)C)(C)C.C(O)(C(F)(F)F)=O.CCCC[N+](CCCC)(CCCC)CCCC.[F-]. The yield is 0.280. The product is [CH:27]1([NH:26][C:25]([NH:24][C:22]2[CH:21]=[C:20]([NH:33][C:41]3[N:46]=[C:45]([C:47]([F:48])([F:49])[F:50])[CH:44]=[CH:43][N:42]=3)[CH:19]=[C:18]([C:15]3[S:14][C:13]([C:9]4([OH:8])[CH2:10][CH2:11][CH2:12]4)=[N:17][CH:16]=3)[CH:23]=2)=[O:32])[CH2:28][CH2:29][CH2:30][CH2:31]1. The catalyst is ClCCl.